From a dataset of Catalyst prediction with 721,799 reactions and 888 catalyst types from USPTO. Predict which catalyst facilitates the given reaction. Reactant: [CH3:1][C:2]([CH3:7])([CH2:5][OH:6])[CH2:3][OH:4].ClCCl.[CH3:11][Si:12](Cl)([CH3:14])[CH3:13]. Product: [CH3:1][C:2]([CH3:7])([CH2:5][O:6][Si:12]([CH3:14])([CH3:13])[CH3:11])[CH2:3][O:4][Si:12]([CH3:14])([CH3:13])[CH3:11]. The catalyst class is: 66.